This data is from Retrosynthesis with 50K atom-mapped reactions and 10 reaction types from USPTO. The task is: Predict the reactants needed to synthesize the given product. Given the product S=C=NCc1ccoc1, predict the reactants needed to synthesize it. The reactants are: NCc1ccoc1.S=C(Cl)Cl.